The task is: Predict which catalyst facilitates the given reaction.. This data is from Catalyst prediction with 721,799 reactions and 888 catalyst types from USPTO. (1) Reactant: [F:1][CH:2]([F:14])[C:3]1[NH:4][C:5]2[C:11]([O:12][CH3:13])=[CH:10][CH:9]=[CH:8][C:6]=2[N:7]=1.[H-].[Na+].Cl[C:18]1[N:23]=[C:22]([Cl:24])[CH:21]=[C:20]([Cl:25])[N:19]=1.O. Product: [F:14][CH:2]([F:1])[C:3]1[N:7]([C:18]2[N:23]=[C:22]([Cl:24])[CH:21]=[C:20]([Cl:25])[N:19]=2)[C:6]2[CH:8]=[CH:9][CH:10]=[C:11]([O:12][CH3:13])[C:5]=2[N:4]=1. The catalyst class is: 3. (2) Product: [Cl:9][C:10]1[CH:11]=[C:12]([CH:17]([O:22][C:23]2[CH:24]=[CH:25][CH:26]=[CH:27][CH:28]=2)[CH:7]2[CH2:4][N:3]([CH3:1])[CH2:6]2)[CH:13]=[CH:14][C:15]=1[Cl:16]. Reactant: [CH2:1]([N:3]([CH2:6][CH3:7])[CH2:4]C)C.Cl.[Cl:9][C:10]1[CH:11]=[C:12]([CH:17]([O:22][C:23]2[CH:28]=[CH:27][CH:26]=[CH:25][CH:24]=2)C2CNC2)[CH:13]=[CH:14][C:15]=1[Cl:16].C=O.C(O)(=O)C.[BH-](OC(C)=O)(OC(C)=O)OC(C)=O.[Na+].[OH-].[Na+]. The catalyst class is: 5. (3) Reactant: [CH3:1][O:2][C:3](=[O:15])[C:4]1[CH:13]=[CH:12][C:7]([C:8]([O:10][CH3:11])=[O:9])=[CH:6][C:5]=1[NH2:14].C(N(CC)CC)C.[C:23]([C:27]1[CH:35]=[CH:34][C:30]([C:31](Cl)=[O:32])=[CH:29][CH:28]=1)([CH3:26])([CH3:25])[CH3:24].Cl.C([O-])(O)=O.[Na+]. Product: [CH3:1][O:2][C:3](=[O:15])[C:4]1[CH:13]=[CH:12][C:7]([C:8]([O:10][CH3:11])=[O:9])=[CH:6][C:5]=1[NH:14][C:31](=[O:32])[C:30]1[CH:34]=[CH:35][C:27]([C:23]([CH3:25])([CH3:24])[CH3:26])=[CH:28][CH:29]=1. The catalyst class is: 2. (4) Reactant: Br[C:2]1[CH:24]=[C:23]([C:25]([F:28])([F:27])[F:26])[CH:22]=[CH:21][C:3]=1[CH2:4][NH:5][C:6]1[CH:11]=[CH:10][C:9]([C:12]2[CH:17]=[CH:16][C:15]([Cl:18])=[CH:14][C:13]=2[CH3:19])=[C:8]([Cl:20])[CH:7]=1.[CH3:29][C:30]1[CH:31]=[C:32]([CH:37]=[CH:38][C:39]=1B1OC(C)(C)C(C)(C)O1)[C:33]([O:35][CH3:36])=[O:34].C([O-])([O-])=O.[K+].[K+].O. Product: [Cl:20][C:8]1[CH:7]=[C:6]([NH:5][CH2:4][C:3]2[CH:21]=[CH:22][C:23]([C:25]([F:28])([F:27])[F:26])=[CH:24][C:2]=2[C:39]2[CH:38]=[CH:37][C:32]([C:33]([O:35][CH3:36])=[O:34])=[CH:31][C:30]=2[CH3:29])[CH:11]=[CH:10][C:9]=1[C:12]1[CH:17]=[CH:16][C:15]([Cl:18])=[CH:14][C:13]=1[CH3:19]. The catalyst class is: 800. (5) Reactant: [Br:1][C:2]1[CH:3]=[C:4]2[C:9](=[CH:10][C:11]=1[Cl:12])[N:8]=[C:7]([CH3:13])[N:6]=[C:5]2[N:14]1[CH2:19][CH2:18][N:17]([C:20]([O:22][C:23]([CH3:26])([CH3:25])[CH3:24])=[O:21])[CH:16]([C:27]([O:29]C)=[O:28])[CH2:15]1.O[Li].O.Cl. Product: [Br:1][C:2]1[CH:3]=[C:4]2[C:9](=[CH:10][C:11]=1[Cl:12])[N:8]=[C:7]([CH3:13])[N:6]=[C:5]2[N:14]1[CH2:19][CH2:18][N:17]([C:20]([O:22][C:23]([CH3:26])([CH3:24])[CH3:25])=[O:21])[CH:16]([C:27]([OH:29])=[O:28])[CH2:15]1. The catalyst class is: 20. (6) Reactant: Cl[C:2]1[C:11]([N:12]([CH3:16])[CH:13]([CH3:15])[CH3:14])=[N:10][C:9]2[C:4](=[CH:5][CH:6]=[C:7]([C:17]([O:19][CH3:20])=[O:18])[CH:8]=2)[N:3]=1.[CH3:21][C:22]1[NH:23][C:24]2[C:29]([CH:30]=1)=[CH:28][CH:27]=[C:26](B1OC(C)(C)C(C)(C)O1)[CH:25]=2.C([O-])([O-])=O.[K+].[K+]. Product: [CH3:16][N:12]([CH:13]([CH3:15])[CH3:14])[C:11]1[C:2]([C:27]2[CH:28]=[C:29]3[C:24](=[CH:25][CH:26]=2)[NH:23][C:22]([CH3:21])=[CH:30]3)=[N:3][C:4]2[C:9]([N:10]=1)=[CH:8][C:7]([C:17]([O:19][CH3:20])=[O:18])=[CH:6][CH:5]=2. The catalyst class is: 108. (7) Reactant: Br[C:2]1[N:3]([CH2:21][CH2:22][NH:23][C:24]([O:26][C:27]([CH3:30])([CH3:29])[CH3:28])=[O:25])[C:4]2[C:9]([C:10]=1[CH:11]1[CH2:16][CH2:15][CH2:14][CH2:13][CH2:12]1)=[CH:8][CH:7]=[C:6]([C:17]([O:19][CH3:20])=[O:18])[CH:5]=2.[C:31](=[O:34])([O-])O.[Na+]. Product: [C:27]([O:26][C:24]([NH:23][CH2:22][CH2:21][N:3]1[C:4]2[C:9](=[CH:8][CH:7]=[C:6]([C:17]([O:19][CH3:20])=[O:18])[CH:5]=2)[C:10]([CH:11]2[CH2:16][CH2:15][CH2:14][CH2:13][CH2:12]2)=[C:2]1[C:4]1[CH:9]=[CH:8][CH:7]=[CH:6][C:5]=1[CH:31]=[O:34])=[O:25])([CH3:30])([CH3:29])[CH3:28]. The catalyst class is: 108. (8) Reactant: [CH2:1]([O:8][C:9]1[C:10]([C:22]2[CH:23]=[CH:24][C:25]3[O:30][CH2:29][CH2:28][CH2:27][C:26]=3[CH:31]=2)=[C:11]([CH:16]([OH:21])[C:17]([O:19][CH3:20])=[O:18])[C:12]([CH3:15])=[CH:13][CH:14]=1)[C:2]1[CH:7]=[CH:6][CH:5]=[CH:4][CH:3]=1.C[Si]([N-][Si](C)(C)C)(C)C.[Li+].I[CH:43]([CH3:45])[CH3:44].O. Product: [CH3:20][O:19][C:17](=[O:18])[CH:16]([C:11]1[C:12]([CH3:15])=[CH:13][CH:14]=[C:9]([O:8][CH2:1][C:2]2[CH:7]=[CH:6][CH:5]=[CH:4][CH:3]=2)[C:10]=1[C:22]1[CH:31]=[C:26]2[C:25](=[CH:24][CH:23]=1)[O:30][CH2:29][CH2:28][CH2:27]2)[O:21][CH2:44][CH2:43][CH3:45]. The catalyst class is: 9. (9) Reactant: [CH3:1][O:2][C:3]1[CH:4]=[C:5]([NH:14][C:15]([CH:17]([CH2:30][CH:31]([CH3:33])[CH3:32])[CH2:18][NH:19]C(=O)OCC2C=CC=CC=2)=[O:16])[CH:6]=[CH:7][C:8]=1[C:9]1[O:13][CH:12]=[N:11][CH:10]=1.[OH-].[NH4+]. Product: [NH2:19][CH2:18][CH:17]([CH2:30][CH:31]([CH3:33])[CH3:32])[C:15]([NH:14][C:5]1[CH:6]=[CH:7][C:8]([C:9]2[O:13][CH:12]=[N:11][CH:10]=2)=[C:3]([O:2][CH3:1])[CH:4]=1)=[O:16]. The catalyst class is: 19.